From a dataset of Catalyst prediction with 721,799 reactions and 888 catalyst types from USPTO. Predict which catalyst facilitates the given reaction. (1) Product: [CH:19]([O:18][C:6]1[CH:5]=[C:4]([CH:9]=[C:8]([O:10][CH2:11][CH2:12][C:13]2[CH:17]=[CH:16][S:15][CH:14]=2)[CH:7]=1)[C:3]([OH:22])=[O:2])([CH3:21])[CH3:20]. The catalyst class is: 1. Reactant: C[O:2][C:3](=[O:22])[C:4]1[CH:9]=[C:8]([O:10][CH2:11][CH2:12][C:13]2[CH:17]=[CH:16][S:15][CH:14]=2)[CH:7]=[C:6]([O:18][CH:19]([CH3:21])[CH3:20])[CH:5]=1.CCO.O.[OH-].[Na+]. (2) Reactant: Br[C:2]1[CH:7]=[CH:6][C:5]([C:8]2([C:12]#[N:13])[CH2:11][CH2:10][CH2:9]2)=[CH:4][CH:3]=1.C([Li])CCC.CON(C)[C:22](=[O:24])[CH3:23].Cl. Product: [C:22]([C:2]1[CH:7]=[CH:6][C:5]([C:8]2([C:12]#[N:13])[CH2:11][CH2:10][CH2:9]2)=[CH:4][CH:3]=1)(=[O:24])[CH3:23]. The catalyst class is: 220. (3) Reactant: [Cl:1][C:2]1[CH:10]=[C:9]([F:11])[C:8]([S:12](Cl)(=[O:14])=[O:13])=[CH:7][C:3]=1[C:4](Cl)=[O:5].[CH2:16]1[NH:21][CH2:20][CH2:19][N:18]2[CH2:22][CH2:23][CH2:24][C@@H:17]12.C(=O)([O-])[O-].[Na+].[Na+].[F:31][C:32]1[CH:38]=[CH:37][CH:36]=[CH:35][C:33]=1[NH2:34]. Product: [Cl:1][C:2]1[C:3]([C:4]([N:21]2[CH2:20][CH2:19][N:18]3[CH2:22][CH2:23][CH2:24][C@H:17]3[CH2:16]2)=[O:5])=[CH:7][C:8]([S:12]([NH:34][C:33]2[CH:35]=[CH:36][CH:37]=[CH:38][C:32]=2[F:31])(=[O:14])=[O:13])=[C:9]([F:11])[CH:10]=1. The catalyst class is: 98. (4) Reactant: [N-:1]=[N+:2]=[N-:3].[Na+].[C:5]([O:9][C:10]([NH:12][C@@:13]1([C:41]([O:43][C:44]([CH3:47])([CH3:46])[CH3:45])=[O:42])[C@H:18]([O:19][CH2:20][C:21]2[CH:26]=[CH:25][C:24]([Cl:27])=[C:23]([Cl:28])[CH:22]=2)[C@H:17](OS(C)(=O)=O)[C@@H:16]2[C@H:14]1[C@H:15]2[C:34]([O:36][C:37]([CH3:40])([CH3:39])[CH3:38])=[O:35])=[O:11])([CH3:8])([CH3:7])[CH3:6].C1OCCOCCOCCOCCOC1.CN(C)C=O. Product: [N:1]([C@H:17]1[C@@H:16]2[C@@H:14]([C@H:15]2[C:34]([O:36][C:37]([CH3:38])([CH3:39])[CH3:40])=[O:35])[C@:13]([NH:12][C:10]([O:9][C:5]([CH3:6])([CH3:7])[CH3:8])=[O:11])([C:41]([O:43][C:44]([CH3:47])([CH3:46])[CH3:45])=[O:42])[C@@H:18]1[O:19][CH2:20][C:21]1[CH:26]=[CH:25][C:24]([Cl:27])=[C:23]([Cl:28])[CH:22]=1)=[N+:2]=[N-:3]. The catalyst class is: 6. (5) Reactant: C[Si]([N-][Si](C)(C)C)(C)C.[Li+].F[C:12]1[C:17]([C:18]2[N:23]=[C:22]([CH3:24])[N:21]=[C:20]([N:25]([CH2:35][C:36]3[CH:41]=[CH:40][C:39]([O:42][CH3:43])=[CH:38][CH:37]=3)[CH2:26][C:27]3[CH:32]=[CH:31][C:30]([O:33][CH3:34])=[CH:29][CH:28]=3)[N:19]=2)=[CH:16][C:15]([C@H:44]([N:46]2[CH2:51][CH2:50][N:49]([S:52]([CH3:55])(=[O:54])=[O:53])[CH2:48][CH2:47]2)[CH3:45])=[CH:14][N:13]=1.[F:56][C:57]1[CH:58]=[C:59]([NH2:65])[CH:60]=[N:61][C:62]=1[O:63][CH3:64]. Product: [F:56][C:57]1[CH:58]=[C:59]([NH:65][C:12]2[C:17]([C:18]3[N:23]=[C:22]([CH3:24])[N:21]=[C:20]([N:25]([CH2:35][C:36]4[CH:37]=[CH:38][C:39]([O:42][CH3:43])=[CH:40][CH:41]=4)[CH2:26][C:27]4[CH:28]=[CH:29][C:30]([O:33][CH3:34])=[CH:31][CH:32]=4)[N:19]=3)=[CH:16][C:15]([C@H:44]([N:46]3[CH2:47][CH2:48][N:49]([S:52]([CH3:55])(=[O:53])=[O:54])[CH2:50][CH2:51]3)[CH3:45])=[CH:14][N:13]=2)[CH:60]=[N:61][C:62]=1[O:63][CH3:64]. The catalyst class is: 1.